Dataset: Full USPTO retrosynthesis dataset with 1.9M reactions from patents (1976-2016). Task: Predict the reactants needed to synthesize the given product. (1) Given the product [N:52]1([C:2]2[CH:3]=[CH:4][C:5]([C:8]#[N:9])=[N:6][CH:7]=2)[CH2:57][CH2:56][CH2:55][CH2:54][CH2:53]1, predict the reactants needed to synthesize it. The reactants are: Br[C:2]1[CH:3]=[CH:4][C:5]([C:8]#[N:9])=[N:6][CH:7]=1.C1(P(C2CCCCC2)C2C=CC=CC=2C2C(C(C)C)=CC(C(C)C)=CC=2C(C)C)CCCCC1.[O-]P([O-])([O-])=O.[K+].[K+].[K+].[NH:52]1[CH2:57][CH2:56][CH2:55][CH2:54][CH2:53]1. (2) Given the product [Cl:17][C:18]1[CH:23]=[C:22]([O:16][CH:11]([C:6]2[CH:7]=[CH:8][C:9]([F:10])=[C:4]([F:3])[CH:5]=2)[C:12]([F:13])([F:14])[F:15])[N:21]=[CH:20][N:19]=1, predict the reactants needed to synthesize it. The reactants are: [H-].[Na+].[F:3][C:4]1[CH:5]=[C:6]([CH:11]([OH:16])[C:12]([F:15])([F:14])[F:13])[CH:7]=[CH:8][C:9]=1[F:10].[Cl:17][C:18]1[CH:23]=[C:22](Cl)[N:21]=[CH:20][N:19]=1. (3) Given the product [C:36]([O:39][CH2:40][C:41]1[C:42]([N:57]2[CH2:69][CH2:68][N:60]3[C:61]4[CH2:62][CH2:63][CH2:64][CH2:65][C:66]=4[CH:67]=[C:59]3[C:58]2=[O:70])=[CH:43][C:44]([F:56])=[CH:45][C:46]=1[C:2]1[N:10]=[C:9]2[C:5]([N:6]=[CH:7][N:8]2[CH2:11][O:12][CH2:13][CH2:14][Si:15]([CH3:18])([CH3:17])[CH3:16])=[C:4]([NH:19][C:20]2[CH:25]=[CH:24][C:23]([N:26]3[CH2:31][CH2:30][N:29]([CH:32]4[CH2:35][O:34][CH2:33]4)[CH2:28][CH2:27]3)=[CH:22][CH:21]=2)[N:3]=1)(=[O:38])[CH3:37], predict the reactants needed to synthesize it. The reactants are: I[C:2]1[N:10]=[C:9]2[C:5]([N:6]=[CH:7][N:8]2[CH2:11][O:12][CH2:13][CH2:14][Si:15]([CH3:18])([CH3:17])[CH3:16])=[C:4]([NH:19][C:20]2[CH:25]=[CH:24][C:23]([N:26]3[CH2:31][CH2:30][N:29]([CH:32]4[CH2:35][O:34][CH2:33]4)[CH2:28][CH2:27]3)=[CH:22][CH:21]=2)[N:3]=1.[C:36]([O:39][CH2:40][C:41]1[C:46](B2OC(C)(C)C(C)(C)O2)=[CH:45][C:44]([F:56])=[CH:43][C:42]=1[N:57]1[CH2:69][CH2:68][N:60]2[C:61]3[CH2:62][CH2:63][CH2:64][CH2:65][C:66]=3[CH:67]=[C:59]2[C:58]1=[O:70])(=[O:38])[CH3:37].[O-]P([O-])([O-])=O.[K+].[K+].[K+].C([O-])(=O)C.[Na+]. (4) Given the product [Br:21][C:6]1[C:5]2[C:10](=[CH:11][C:2]([F:1])=[C:3]([O:13][CH3:14])[CH:4]=2)[N:9]=[N:8][CH:7]=1, predict the reactants needed to synthesize it. The reactants are: [F:1][C:2]1[CH:11]=[C:10]2[C:5]([C:6](O)=[CH:7][N:8]=[N:9]2)=[CH:4][C:3]=1[O:13][CH3:14].C(Cl)(Cl)Cl.P(Br)(Br)([Br:21])=O.